Predict the reactants needed to synthesize the given product. From a dataset of Full USPTO retrosynthesis dataset with 1.9M reactions from patents (1976-2016). (1) The reactants are: [Cl-].O[NH3+:3].[C:4](=[O:7])([O-])[OH:5].[Na+].CS(C)=O.[CH:13]1([O:17][C:18]2[CH:23]=[CH:22][C:21]([N:24]3[C:29](=[O:30])[C:28]([CH2:31][C:32]4[CH:37]=[CH:36][C:35]([C:38]5[C:39]([C:44]#[N:45])=[CH:40][CH:41]=[CH:42][CH:43]=5)=[CH:34][CH:33]=4)=[C:27]([CH2:46][CH2:47][CH3:48])[N:26]=[C:25]3[CH3:49])=[CH:20][CH:19]=2)[CH2:16][CH2:15][CH2:14]1. Given the product [CH:13]1([O:17][C:18]2[CH:19]=[CH:20][C:21]([N:24]3[C:29](=[O:30])[C:28]([CH2:31][C:32]4[CH:37]=[CH:36][C:35]([C:38]5[CH:43]=[CH:42][CH:41]=[CH:40][C:39]=5[C:44]5[NH:3][C:4](=[O:7])[O:5][N:45]=5)=[CH:34][CH:33]=4)=[C:27]([CH2:46][CH2:47][CH3:48])[N:26]=[C:25]3[CH3:49])=[CH:22][CH:23]=2)[CH2:14][CH2:15][CH2:16]1, predict the reactants needed to synthesize it. (2) Given the product [C:19]1([CH3:22])[CH:18]=[CH:17][C:16]([S:13]([CH:9]([N+:10]#[C-:11])[C:3]2[C:2]([F:1])=[CH:7][CH:6]=[CH:5][C:4]=2[F:8])(=[O:15])=[O:14])=[CH:21][CH:20]=1, predict the reactants needed to synthesize it. The reactants are: [F:1][C:2]1[CH:7]=[CH:6][CH:5]=[C:4]([F:8])[C:3]=1[CH:9]([S:13]([C:16]1[CH:21]=[CH:20][C:19]([CH3:22])=[CH:18][CH:17]=1)(=[O:15])=[O:14])[NH:10][CH:11]=O.P(Cl)(Cl)(Cl)=O.N1C(C)=CC=CC=1C. (3) Given the product [CH3:20][O:21][C:22](=[O:34])[CH2:23][O:24][C:25]1[CH:30]=[CH:29][C:28]([CH2:31][NH:32][C:13]([C:12]2[C:11]([O:10][C:8]3[CH:7]=[CH:6][C:5]4[O:1][CH2:2][O:3][C:4]=4[CH:9]=3)=[N:19][CH:18]=[CH:17][CH:16]=2)=[O:15])=[C:27]([F:33])[CH:26]=1, predict the reactants needed to synthesize it. The reactants are: [O:1]1[C:5]2[CH:6]=[CH:7][C:8]([O:10][C:11]3[N:19]=[CH:18][CH:17]=[CH:16][C:12]=3[C:13]([OH:15])=O)=[CH:9][C:4]=2[O:3][CH2:2]1.[CH3:20][O:21][C:22](=[O:34])[CH2:23][O:24][C:25]1[CH:30]=[CH:29][C:28]([CH2:31][NH2:32])=[C:27]([F:33])[CH:26]=1.O.ON1C2C=CC=CC=2N=N1.Cl.CN(C)CCCN=C=NCC. (4) Given the product [NH2:16][C:17]1[CH:26]=[C:25]([O:27][CH:4]2[C:5]3[C:10](=[CH:9][CH:8]=[C:7]([C:12]#[N:13])[CH:6]=3)[O:11][C:2]([CH3:1])([CH3:15])[CH:3]2[OH:14])[C:24]2[C:19](=[CH:20][CH:21]=[CH:22][CH:23]=2)[N:18]=1, predict the reactants needed to synthesize it. The reactants are: [CH3:1][C:2]1([CH3:15])[O:11][C:10]2[C:5](=[CH:6][C:7]([C:12]#[N:13])=[CH:8][CH:9]=2)[CH:4]2[O:14][CH:3]12.[NH2:16][C:17]1[CH:26]=[C:25]([OH:27])[C:24]2[C:19](=[CH:20][CH:21]=[CH:22][CH:23]=2)[N:18]=1. (5) Given the product [F:13][C:14]([F:25])([F:24])[C:15]1[CH:20]=[CH:19][C:18]([C:2]2[CH:3]=[C:4]([C:11]#[N:12])[C:5]3[N:6]([CH:8]=[CH:9][N:10]=3)[CH:7]=2)=[CH:17][CH:16]=1, predict the reactants needed to synthesize it. The reactants are: Br[C:2]1[CH:3]=[C:4]([C:11]#[N:12])[C:5]2[N:6]([CH:8]=[CH:9][N:10]=2)[CH:7]=1.[F:13][C:14]([F:25])([F:24])[C:15]1[CH:20]=[CH:19][C:18](B(O)O)=[CH:17][CH:16]=1.